From a dataset of Forward reaction prediction with 1.9M reactions from USPTO patents (1976-2016). Predict the product of the given reaction. (1) The product is: [C:14]([O:19][CH:20]1[CH:27]2[CH2:26][CH:25]3[CH2:24][CH:23]([CH2:22][C:21]1([CH:30]([CH3:32])[CH3:31])[CH2:29]3)[CH2:28]2)(=[O:18])[C:15]([CH3:17])=[CH2:16].[C:1]([O:6][C:7]1([CH2:12][CH3:13])[CH2:11][CH2:10][CH2:9][CH2:8]1)(=[O:5])[C:2]([CH3:4])=[CH2:3].[C:45]([O:50][C:51]12[CH2:58][CH:57]3[CH2:56][CH:55]([CH2:54][C:53]([OH:61])([CH2:59]3)[CH2:52]1)[CH2:60]2)(=[O:49])[C:46]([CH3:48])=[CH2:47]. Given the reactants [C:1]([O:6][C:7]1([CH2:12][CH3:13])[CH2:11][CH2:10][CH2:9][CH2:8]1)(=[O:5])[C:2]([CH3:4])=[CH2:3].[C:14]([O:19][CH:20]1[CH:27]2[CH2:28][CH:23]3[CH2:24][CH:25]([CH2:29][C:21]1([CH:30]([CH3:32])[CH3:31])[CH2:22]3)[CH2:26]2)(=[O:18])[C:15]([CH3:17])=[CH2:16].O=C1C(C=C(C)C([O-])=O)CCO1.[C:45]([O:50][C:51]12[CH2:60][CH:55]3[CH2:56][CH:57]([CH2:59][C:53]([OH:61])([CH2:54]3)[CH2:52]1)[CH2:58]2)(=[O:49])[C:46]([CH3:48])=[CH2:47], predict the reaction product. (2) Given the reactants [C:1]1([CH:7]([C:18]2[CH:23]=[CH:22][CH:21]=[CH:20][CH:19]=2)[N:8]2[CH:13]=[CH:12][C:11]([C:14](O)=[O:15])=[CH:10][C:9]2=[O:17])[CH:6]=[CH:5][CH:4]=[CH:3][CH:2]=1.[NH2:24][C@@H:25]([CH2:33][CH2:34][CH2:35][NH:36][C:37]([NH:39][S:40]([C:43]1[C:44]([CH3:57])=[C:45]2[C:50](=[C:51]([CH3:54])[C:52]=1[CH3:53])[O:49][C:48]([CH3:56])([CH3:55])[CH2:47][CH2:46]2)(=[O:42])=[O:41])=[NH:38])[C:26]([O:28][C:29]([CH3:32])([CH3:31])[CH3:30])=[O:27].CN(C(ON1N=NC2C=CC=CC1=2)=[N+](C)C)C.F[P-](F)(F)(F)(F)F.CCN(C(C)C)C(C)C, predict the reaction product. The product is: [C:18]1([CH:7]([C:1]2[CH:2]=[CH:3][CH:4]=[CH:5][CH:6]=2)[N:8]2[CH:13]=[CH:12][C:11]([C:14]([NH:24][C@@H:25]([CH2:33][CH2:34][CH2:35][NH:36][C:37]([NH:39][S:40]([C:43]3[C:44]([CH3:57])=[C:45]4[C:50](=[C:51]([CH3:54])[C:52]=3[CH3:53])[O:49][C:48]([CH3:56])([CH3:55])[CH2:47][CH2:46]4)(=[O:41])=[O:42])=[NH:38])[C:26]([O:28][C:29]([CH3:30])([CH3:31])[CH3:32])=[O:27])=[O:15])=[CH:10][C:9]2=[O:17])[CH:19]=[CH:20][CH:21]=[CH:22][CH:23]=1. (3) Given the reactants [NH2:1][C:2]1[N:7]=[C:6]([O:8]S(C(F)(F)F)(=O)=O)[C:5]([CH3:16])=[C:4]([C:17]2[O:18][CH:19]=[CH:20][CH:21]=2)[N:3]=1.C[S-].[Na+], predict the reaction product. The product is: [NH2:1][C:2]1[NH:7][C:6](=[O:8])[C:5]([CH3:16])=[C:4]([C:17]2[O:18][CH:19]=[CH:20][CH:21]=2)[N:3]=1. (4) Given the reactants [CH3:1][C:2]1[C:3](=[O:14])[O:4][CH2:5][C@H:6]([C:8]2[CH:13]=[CH:12][CH:11]=[CH:10][CH:9]=2)[N:7]=1.Br[CH2:16][CH:17]1[CH2:20][CH2:19][CH2:18]1, predict the reaction product. The product is: [CH:17]1([CH2:16][C@@:2]2([CH3:1])[C:3](=[O:14])[O:4][CH2:5][C@H:6]([C:8]3[CH:13]=[CH:12][CH:11]=[CH:10][CH:9]=3)[NH:7]2)[CH2:20][CH2:19][CH2:18]1.